From a dataset of Reaction yield outcomes from USPTO patents with 853,638 reactions. Predict the reaction yield, written as a fraction of the theoretical maximum amount of product (1.0 means a 100% yield; for example, 0.34 means a 34% yield). (1) The reactants are [Cl:1][C:2]1[C:7]([F:8])=[CH:6][CH:5]=[C:4]([Cl:9])[C:3]=1[CH:10]([O:12][C:13]1[C:14]([NH2:30])=[N:15][CH:16]=[C:17]([C:19]2[CH:20]=[N:21][N:22]([CH:24]3[CH2:29][CH2:28][NH:27][CH2:26][CH2:25]3)[CH:23]=2)[CH:18]=1)[CH3:11].Cl[CH2:32][P:33](=[O:36])([CH3:35])[CH3:34].C(=O)([O-])[O-].[K+].[K+]. The catalyst is CN(C=O)C. The product is [Cl:1][C:2]1[C:7]([F:8])=[CH:6][CH:5]=[C:4]([Cl:9])[C:3]=1[CH:10]([O:12][C:13]1[C:14]([NH2:30])=[N:15][CH:16]=[C:17]([C:19]2[CH:20]=[N:21][N:22]([CH:24]3[CH2:29][CH2:28][N:27]([CH2:32][P:33]([CH3:35])([CH3:34])=[O:36])[CH2:26][CH2:25]3)[CH:23]=2)[CH:18]=1)[CH3:11]. The yield is 0.400. (2) The reactants are [C:1]([C:3]1[CH:8]=[C:7](/[CH:9]=[CH:10]/[C:11]([O:13][C:14]([CH3:17])([CH3:16])[CH3:15])=[O:12])[CH:6]=[CH:5][N:4]=1)#[N:2].[C:18](OC)(=[O:26])[C:19]1[C:20](=[CH:22][CH:23]=[CH:24][CH:25]=1)[SH:21].C(N(CC)CC)C. The catalyst is C1(C)C=CC=CC=1. The product is [O:26]=[C:18]1[C:19]2[CH:25]=[CH:24][CH:23]=[CH:22][C:20]=2[S:21][C:1]([C:3]2[CH:8]=[C:7](/[CH:9]=[CH:10]/[C:11]([O:13][C:14]([CH3:17])([CH3:16])[CH3:15])=[O:12])[CH:6]=[CH:5][N:4]=2)=[N:2]1. The yield is 0.170. (3) The reactants are C1(P(C2C=CC=CC=2)C2C=CC=CC=2)C=CC=CC=1.[Si:20]([O:27][C@H:28]([CH3:58])[C@@H:29]([NH:44][C:45]1[CH:50]=[CH:49][C:48]([C:51]#[N:52])=[C:47]([C:53]([F:56])([F:55])[F:54])[C:46]=1[CH3:57])[C:30]([NH:32][NH:33][C:34](=O)[C:35]1[CH:40]=[CH:39][C:38]([C:41]#[N:42])=[CH:37][CH:36]=1)=[O:31])([C:23]([CH3:26])([CH3:25])[CH3:24])([CH3:22])[CH3:21]. The catalyst is C(Cl)Cl. The product is [Si:20]([O:27][C@H:28]([CH3:58])[C@@H:29]([NH:44][C:45]1[CH:50]=[CH:49][C:48]([C:51]#[N:52])=[C:47]([C:53]([F:56])([F:54])[F:55])[C:46]=1[CH3:57])[C:30]1[O:31][C:34]([C:35]2[CH:40]=[CH:39][C:38]([C:41]#[N:42])=[CH:37][CH:36]=2)=[N:33][N:32]=1)([C:23]([CH3:24])([CH3:26])[CH3:25])([CH3:21])[CH3:22]. The yield is 0.840. (4) The reactants are [CH3:1][C:2]1([CH3:14])[C:6]([CH3:8])([CH3:7])[O:5][B:4]([C:9]2[CH:10]=[N:11][NH:12][CH:13]=2)[O:3]1.C(=O)([O-])[O-].[Cs+].[Cs+].Br[C:22]([CH3:27])([CH3:26])[C:23]([NH2:25])=[O:24]. The catalyst is CN(C)C=O.CCOC(C)=O. The product is [CH3:26][C:22]([N:12]1[CH:13]=[C:9]([B:4]2[O:5][C:6]([CH3:7])([CH3:8])[C:2]([CH3:14])([CH3:1])[O:3]2)[CH:10]=[N:11]1)([CH3:27])[C:23]([NH2:25])=[O:24]. The yield is 0.250. (5) The reactants are [N+:1]([C:4]1[C:10]([N:11]2[CH2:16][CH2:15][CH2:14][CH2:13][CH2:12]2)=[CH:9][CH:8]=[CH:7][C:5]=1[NH2:6])([O-])=O. The catalyst is CO.[Pd]. The product is [N:11]1([C:10]2[CH:9]=[CH:8][CH:7]=[C:5]([NH2:6])[C:4]=2[NH2:1])[CH2:12][CH2:13][CH2:14][CH2:15][CH2:16]1. The yield is 0.760. (6) The reactants are Br[CH:2]([C:8]1[CH:13]=[CH:12][CH:11]=[CH:10][CH:9]=1)[C:3]([O:5][CH2:6][CH3:7])=[O:4].CCN(C(C)C)C(C)C.[NH:23]1[CH2:28][CH2:27][S:26][CH2:25][CH2:24]1. The catalyst is C(#N)C. The product is [C:8]1([CH:2]([N:23]2[CH2:28][CH2:27][S:26][CH2:25][CH2:24]2)[C:3]([O:5][CH2:6][CH3:7])=[O:4])[CH:13]=[CH:12][CH:11]=[CH:10][CH:9]=1. The yield is 1.00. (7) The reactants are C(OC([N:8]1[CH2:13][CH2:12][C:11]2[N:14]([CH2:27][CH2:28][CH2:29]O)[N:15]=[C:16]([C:17]3[CH:22]=[CH:21][C:20]([C:23]([F:26])([F:25])[F:24])=[CH:19][CH:18]=3)[C:10]=2[CH2:9]1)=O)(C)(C)C.CCN(C(C)C)C(C)C.[CH3:40][S:41](Cl)(=[O:43])=[O:42].S([O-])(=O)(=O)C.[O:50]=[C:51]1[N:55]([CH2:56][C:57]#[N:58])[C:54]2[CH:59]=[CH:60][CH:61]=[CH:62][C:53]=2[N:52]1[CH:63]1[CH2:68][CH2:67][NH:66][CH2:65][CH2:64]1. The catalyst is C(Cl)Cl.C(O)(C(F)(F)F)=O.CCOC(C)=O.CN(C=O)C. The product is [CH3:40][S:41]([N:8]1[CH2:13][CH2:12][C:11]2[N:14]([CH2:27][CH2:28][CH2:29][N:66]3[CH2:67][CH2:68][CH:63]([N:52]4[C:53]5[CH:62]=[CH:61][CH:60]=[CH:59][C:54]=5[N:55]([CH2:56][C:57]#[N:58])[C:51]4=[O:50])[CH2:64][CH2:65]3)[N:15]=[C:16]([C:17]3[CH:22]=[CH:21][C:20]([C:23]([F:26])([F:24])[F:25])=[CH:19][CH:18]=3)[C:10]=2[CH2:9]1)(=[O:43])=[O:42]. The yield is 0.140.